From a dataset of Catalyst prediction with 721,799 reactions and 888 catalyst types from USPTO. Predict which catalyst facilitates the given reaction. Reactant: [CH:1]1([NH:7][C:8]2[CH:28]=[CH:27][C:11]([C:12]([O:14][CH2:15][CH2:16][O:17][CH2:18][CH2:19][C:20]([O:22][C:23]([CH3:26])([CH3:25])[CH3:24])=[O:21])=[O:13])=[CH:10][C:9]=2[N+:29]([O-])=O)[CH2:6][CH2:5][CH2:4][CH2:3][CH2:2]1.[H][H]. Product: [NH2:29][C:9]1[CH:10]=[C:11]([CH:27]=[CH:28][C:8]=1[NH:7][CH:1]1[CH2:6][CH2:5][CH2:4][CH2:3][CH2:2]1)[C:12]([O:14][CH2:15][CH2:16][O:17][CH2:18][CH2:19][C:20]([O:22][C:23]([CH3:26])([CH3:24])[CH3:25])=[O:21])=[O:13]. The catalyst class is: 723.